This data is from Forward reaction prediction with 1.9M reactions from USPTO patents (1976-2016). The task is: Predict the product of the given reaction. (1) Given the reactants [NH2:1][C:2]1[CH:3]=[C:4]([CH:14]=[CH:15][C:16]=1[O:17][CH3:18])[C:5]([NH:7][C:8]1[CH:13]=[CH:12][CH:11]=[CH:10][CH:9]=1)=[O:6].[N+:19]([C:22]1[CH:27]=[CH:26][C:25]([N:28]=[C:29]=[S:30])=[CH:24][CH:23]=1)([O-:21])=[O:20], predict the reaction product. The product is: [CH3:18][O:17][C:16]1[CH:15]=[CH:14][C:4]([C:5]([NH:7][C:8]2[CH:13]=[CH:12][CH:11]=[CH:10][CH:9]=2)=[O:6])=[CH:3][C:2]=1[NH:1][C:29]([NH:28][C:25]1[CH:24]=[CH:23][C:22]([N+:19]([O-:21])=[O:20])=[CH:27][CH:26]=1)=[S:30]. (2) Given the reactants [SH:1][C:2]1[CH:7]=[CH:6][C:5]([OH:8])=[CH:4][CH:3]=1.C[O-].[Na+].[CH3:12][O:13][C:14](=[O:29])[C:15]1[CH:20]=[C:19]([S:21](=[O:27])(=[O:26])[NH:22][CH2:23][CH2:24]Br)[CH:18]=[CH:17][C:16]=1[CH3:28], predict the reaction product. The product is: [CH3:12][O:13][C:14](=[O:29])[C:15]1[CH:20]=[C:19]([S:21](=[O:26])(=[O:27])[NH:22][CH2:23][CH2:24][S:1][C:2]2[CH:7]=[CH:6][C:5]([OH:8])=[CH:4][CH:3]=2)[CH:18]=[CH:17][C:16]=1[CH3:28]. (3) Given the reactants [C:1]([N:8]1[CH2:11][C:10](=[O:12])[CH2:9]1)([O:3][C:4]([CH3:7])([CH3:6])[CH3:5])=[O:2].[F:13][C:14]1[CH:15]=[C:16]([Mg]Br)[CH:17]=[CH:18][CH:19]=1, predict the reaction product. The product is: [F:13][C:14]1[CH:19]=[C:18]([C:10]2([OH:12])[CH2:11][N:8]([C:1]([O:3][C:4]([CH3:7])([CH3:6])[CH3:5])=[O:2])[CH2:9]2)[CH:17]=[CH:16][CH:15]=1. (4) Given the reactants [NH2:1][C:2]1[CH:7]=[CH:6][C:5]([N:8]2[CH2:12][CH2:11][CH:10]([N:13]([CH3:15])[CH3:14])[CH2:9]2)=[CH:4][CH:3]=1.[CH3:16][O:17][C:18](=[O:28])[C:19]1[CH:27]=[CH:26][C:22]([C:23](O)=[O:24])=[CH:21][CH:20]=1, predict the reaction product. The product is: [CH3:16][O:17][C:18](=[O:28])[C:19]1[CH:27]=[CH:26][C:22]([C:23]([NH:1][C:2]2[CH:7]=[CH:6][C:5]([N:8]3[CH2:12][CH2:11][CH:10]([N:13]([CH3:15])[CH3:14])[CH2:9]3)=[CH:4][CH:3]=2)=[O:24])=[CH:21][CH:20]=1. (5) Given the reactants C([O:3][C:4](=[O:28])[CH:5]=[C:6]([C:8]1[CH:13]=[CH:12][C:11]([C:14]#[C:15][C:16]2[CH:21]=[CH:20][CH:19]=[C:18]([CH2:22][N:23]([CH:25]3[CH2:27][CH2:26]3)[CH3:24])[CH:17]=2)=[CH:10][CH:9]=1)[CH3:7])C.[OH-].[K+], predict the reaction product. The product is: [CH:25]1([N:23]([CH2:22][C:18]2[CH:17]=[C:16]([C:15]#[C:14][C:11]3[CH:12]=[CH:13][C:8]([C:6]([CH3:7])=[CH:5][C:4]([OH:28])=[O:3])=[CH:9][CH:10]=3)[CH:21]=[CH:20][CH:19]=2)[CH3:24])[CH2:26][CH2:27]1. (6) Given the reactants [Br:1][C:2]1[C:3]([F:21])=[CH:4][C:5]2[CH:11]3[CH2:12][CH:9]([CH2:10]3)[N:8]3[CH:13]=[C:14]([C:16]([O:18][CH3:19])=[O:17])[N:15]=[C:7]3[C:6]=2[CH:20]=1.[F:22][C:23]1[CH:24]=[C:25]([CH:31]=[O:32])[C:26]([O:29][CH3:30])=[N:27][CH:28]=1, predict the reaction product. The product is: [Br:1][C:2]1[C:3]([F:21])=[CH:4][C:5]2[CH:11]3[CH2:10][CH:9]([CH2:12]3)[N:8]3[C:13]([CH:31]([C:25]4[C:26]([O:29][CH3:30])=[N:27][CH:28]=[C:23]([F:22])[CH:24]=4)[OH:32])=[C:14]([C:16]([O:18][CH3:19])=[O:17])[N:15]=[C:7]3[C:6]=2[CH:20]=1. (7) Given the reactants Cl[C:2]1[N:7]=[CH:6][N:5]=[C:4]([NH2:8])[C:3]=1[C:9]1[N:13]=[C:12]([CH3:14])[O:11][N:10]=1.[NH2:15][C@H:16]([C:19]1[N:28]([CH:29]2[CH2:31][CH2:30]2)[C:27](=[O:32])[C:26]2[C:21](=[CH:22][CH:23]=[CH:24][C:25]=2[F:33])[N:20]=1)[CH2:17][CH3:18].C(N(CC)C(C)C)(C)C, predict the reaction product. The product is: [NH2:8][C:4]1[N:5]=[CH:6][N:7]=[C:2]([NH:15][C@H:16]([C:19]2[N:28]([CH:29]3[CH2:30][CH2:31]3)[C:27](=[O:32])[C:26]3[C:21](=[CH:22][CH:23]=[CH:24][C:25]=3[F:33])[N:20]=2)[CH2:17][CH3:18])[C:3]=1[C:9]1[N:13]=[C:12]([CH3:14])[O:11][N:10]=1. (8) Given the reactants Cl[C:2]1[C:3]2[C:4](=[CH:14][N:15](CC3C=CC(OC)=CC=3)[N:16]=2)[N:5]=[C:6]([C:8]2[CH:13]=[CH:12][CH:11]=[CH:10][CH:9]=2)[N:7]=1.[O:26]1[CH2:31][CH2:30][N:29]([C:32]2[CH:38]=[CH:37][C:35]([NH2:36])=[CH:34][CH:33]=2)[CH2:28][CH2:27]1.Cl, predict the reaction product. The product is: [O:26]1[CH2:27][CH2:28][N:29]([C:32]2[CH:33]=[CH:34][C:35]([NH:36][C:2]3[C:3]4[NH:16][N:15]=[CH:14][C:4]=4[N:5]=[C:6]([C:8]4[CH:9]=[CH:10][CH:11]=[CH:12][CH:13]=4)[N:7]=3)=[CH:37][CH:38]=2)[CH2:30][CH2:31]1.